From a dataset of Full USPTO retrosynthesis dataset with 1.9M reactions from patents (1976-2016). Predict the reactants needed to synthesize the given product. (1) Given the product [CH3:34][O:35][C:36](=[O:40])[CH2:37][CH2:38][C:5]1([CH2:9][CH2:10][CH2:11][S:12][C:13]([C:26]2[CH:27]=[CH:28][CH:29]=[CH:30][CH:31]=2)([C:14]2[CH:19]=[CH:18][CH:17]=[CH:16][CH:15]=2)[C:20]2[CH:21]=[CH:22][CH:23]=[CH:24][CH:25]=2)[C:6](=[O:8])[O:7][C:2]([CH3:33])([CH3:1])[O:3][C:4]1=[O:32], predict the reactants needed to synthesize it. The reactants are: [CH3:1][C:2]1([CH3:33])[O:7][C:6](=[O:8])[CH:5]([CH2:9][CH2:10][CH2:11][S:12][C:13]([C:26]2[CH:31]=[CH:30][CH:29]=[CH:28][CH:27]=2)([C:20]2[CH:25]=[CH:24][CH:23]=[CH:22][CH:21]=2)[C:14]2[CH:19]=[CH:18][CH:17]=[CH:16][CH:15]=2)[C:4](=[O:32])[O:3]1.[CH3:34][O:35][C:36](=[O:40])[CH2:37][CH2:38]Br.C[O-].[Na+]. (2) Given the product [CH3:1][O:2][C:3]1[N:4]=[CH:5][C:6]([CH2:7][OH:8])=[CH:11][CH:12]=1, predict the reactants needed to synthesize it. The reactants are: [CH3:1][O:2][C:3]1[CH:12]=[CH:11][C:6]([C:7](OC)=[O:8])=[CH:5][N:4]=1.[BH4-].[Na+]. (3) Given the product [C:19]1([N:18]([C:25]2[CH:30]=[CH:29][CH:28]=[CH:27][CH:26]=2)[C:17]2[CH:31]=[CH:32][C:14]([B:37]3[O:41][C:40]([CH3:43])([CH3:42])[C:39]([CH3:45])([CH3:44])[O:38]3)=[CH:15][CH:16]=2)[CH:24]=[CH:23][CH:22]=[CH:21][CH:20]=1, predict the reactants needed to synthesize it. The reactants are: C([Li])CCC.CC(C)=O.C(=O)=O.Br[C:14]1[CH:32]=[CH:31][C:17]([N:18]([C:25]2[CH:30]=[CH:29][CH:28]=[CH:27][CH:26]=2)[C:19]2[CH:24]=[CH:23][CH:22]=[CH:21][CH:20]=2)=[CH:16][CH:15]=1.C(O[B:37]1[O:41][C:40]([CH3:43])([CH3:42])[C:39]([CH3:45])([CH3:44])[O:38]1)(C)C. (4) Given the product [CH:42]1([NH:38][C:39](=[O:48])[NH:1][C:2]2[CH:34]=[CH:33][C:5]([O:6][C:7]3[CH:12]=[CH:11][N:10]=[C:9]4[CH:13]=[C:14]([C:16]5[N:17]([CH3:32])[C:18]([C:21]([NH:23][CH2:24][CH2:25][N:26]6[CH2:31][CH2:30][O:29][CH2:28][CH2:27]6)=[O:22])=[CH:19][N:20]=5)[S:15][C:8]=34)=[C:4]([F:35])[CH:3]=2)[CH2:43][CH2:44]1, predict the reactants needed to synthesize it. The reactants are: [NH2:1][C:2]1[CH:34]=[CH:33][C:5]([O:6][C:7]2[CH:12]=[CH:11][N:10]=[C:9]3[CH:13]=[C:14]([C:16]4[N:17]([CH3:32])[C:18]([C:21]([NH:23][CH2:24][CH2:25][N:26]5[CH2:31][CH2:30][O:29][CH2:28][CH2:27]5)=[O:22])=[CH:19][N:20]=4)[S:15][C:8]=23)=[C:4]([F:35])[CH:3]=1.CC[N:38]([CH:42]([CH3:44])[CH3:43])[CH:39](C)C.ClC(Cl)([O:48]C(=O)OC(Cl)(Cl)Cl)Cl.C1(N)CC1.